From a dataset of Forward reaction prediction with 1.9M reactions from USPTO patents (1976-2016). Predict the product of the given reaction. (1) Given the reactants [Cl:1][C:2]1[CH:7]=[CH:6][C:5]([S:8]([N:11]([C@H:20]([CH2:24][CH:25]([CH3:27])[CH3:26])[C:21]([NH2:23])=[O:22])[CH2:12][C:13]2[CH:18]=[CH:17][C:16]([NH2:19])=[CH:15][CH:14]=2)(=[O:10])=[O:9])=[CH:4][CH:3]=1.[CH3:28]CN(CC)CC.COS(OC)(=O)=O, predict the reaction product. The product is: [Cl:1][C:2]1[CH:3]=[CH:4][C:5]([S:8]([N:11]([C@H:20]([CH2:24][CH:25]([CH3:27])[CH3:26])[C:21]([NH2:23])=[O:22])[CH2:12][C:13]2[CH:18]=[CH:17][C:16]([NH:19][CH3:28])=[CH:15][CH:14]=2)(=[O:9])=[O:10])=[CH:6][CH:7]=1. (2) Given the reactants [C:1]1([C:7]2[C:11]3[CH2:12][NH:13][CH2:14][CH2:15][C:10]=3[NH:9][N:8]=2)[CH:6]=[CH:5][CH:4]=[CH:3][CH:2]=1.[OH:16][CH:17]([C:21]1[CH:26]=[CH:25][CH:24]=[CH:23][CH:22]=1)[C:18](O)=[O:19].CN(C(ON1N=NC2C=CC=NC1=2)=[N+](C)C)C.F[P-](F)(F)(F)(F)F.CCN(C(C)C)C(C)C, predict the reaction product. The product is: [OH:16][CH:17]([C:21]1[CH:26]=[CH:25][CH:24]=[CH:23][CH:22]=1)[C:18]([N:13]1[CH2:14][CH2:15][C:10]2[NH:9][N:8]=[C:7]([C:1]3[CH:2]=[CH:3][CH:4]=[CH:5][CH:6]=3)[C:11]=2[CH2:12]1)=[O:19].